Dataset: Full USPTO retrosynthesis dataset with 1.9M reactions from patents (1976-2016). Task: Predict the reactants needed to synthesize the given product. Given the product [CH3:24][C:25]1[CH:30]=[CH:29][CH:28]=[C:27]([CH3:31])[C:26]=1[C:2]1[C:15]2[C:14]3[N:13]=[C:12]([CH3:16])[CH:11]=[CH:10][C:9]=3[C:8]3=[N:17][C:18]4[CH:23]=[CH:22][CH:21]=[CH:20][C:19]=4[N:7]3[C:6]=2[CH:5]=[CH:4][CH:3]=1, predict the reactants needed to synthesize it. The reactants are: Cl[C:2]1[C:15]2[C:14]3[N:13]=[C:12]([CH3:16])[CH:11]=[CH:10][C:9]=3[C:8]3=[N:17][C:18]4[CH:23]=[CH:22][CH:21]=[CH:20][C:19]=4[N:7]3[C:6]=2[CH:5]=[CH:4][CH:3]=1.[CH3:24][C:25]1[CH:30]=[CH:29][CH:28]=[C:27]([CH3:31])[C:26]=1B(O)O.C1(P(=O)(C2C=CC=CC=2)C2C=CC=CC=2)C=CC=CC=1.[F-].[Cs+].